Predict the reaction yield, written as a fraction of the theoretical maximum amount of product (1.0 means a 100% yield; for example, 0.34 means a 34% yield). From a dataset of Reaction yield outcomes from USPTO patents with 853,638 reactions. (1) The reactants are [CH3:1][C:2]1[N:3]=[C:4](Cl)[C:5]2[N:11]=[C:10]([C:12]3[CH:17]=[CH:16][C:15]([F:18])=[CH:14][CH:13]=3)[CH:9]=[CH:8][C:6]=2[N:7]=1.N.[NH2:21]C1C2N=C(C3C=CC(F)=CC=3)C=CC=2N=CN=1. The catalyst is CO. The product is [CH3:1][C:2]1[N:3]=[C:4]([NH2:21])[C:5]2[N:11]=[C:10]([C:12]3[CH:17]=[CH:16][C:15]([F:18])=[CH:14][CH:13]=3)[CH:9]=[CH:8][C:6]=2[N:7]=1. The yield is 0.990. (2) The product is [OH:17][CH2:16][CH2:15][CH2:14][NH:13][C:2]1[CH:9]=[CH:8][C:5]([C:6]#[N:7])=[CH:4][C:3]=1[N+:10]([O-:12])=[O:11]. The catalyst is C1COCC1. The yield is 0.990. The reactants are F[C:2]1[CH:9]=[CH:8][C:5]([C:6]#[N:7])=[CH:4][C:3]=1[N+:10]([O-:12])=[O:11].[NH2:13][CH2:14][CH2:15][CH2:16][OH:17].C(N(C(C)C)CC)(C)C. (3) The reactants are CS([O:5][CH2:6][CH:7]1[CH2:12][CH2:11][N:10]([C:13]2[O:17][N:16]=[C:15]([CH:18]([CH3:20])[CH3:19])[N:14]=2)[CH2:9][CH2:8]1)(=O)=O.[CH3:21][S:22]([C:25]1[CH:30]=[CH:29][C:28]([C:31]2[N:36]=[CH:35][C:34](O)=[CH:33][CH:32]=2)=[CH:27][CH:26]=1)(=[O:24])=[O:23].C(=O)([O-])[O-].[K+].[K+]. The catalyst is CN(C)C=O. The product is [CH3:20][CH:18]([C:15]1[N:14]=[C:13]([N:10]2[CH2:9][CH2:8][CH:7]([CH2:6][O:5][C:34]3[CH:33]=[CH:32][C:31]([C:28]4[CH:29]=[CH:30][C:25]([S:22]([CH3:21])(=[O:23])=[O:24])=[CH:26][CH:27]=4)=[N:36][CH:35]=3)[CH2:12][CH2:11]2)[O:17][N:16]=1)[CH3:19]. The yield is 0.840. (4) The reactants are C[NH2:2].[CH2:3]([C:5]1[CH:6]=[CH:7][CH:8]=[C:9]2[C:13]=1[NH:12][C:11]([CH:14]=O)=[C:10]2[CH3:16])[CH3:4].[BH4-].[Na+].O. The catalyst is CO. The product is [CH3:4][CH2:3][C:5]1[C:13]2[NH:12][C:11]([CH2:14][NH2:2])=[C:10]([CH3:16])[C:9]=2[CH:8]=[CH:7][CH:6]=1. The yield is 0.750.